Dataset: Catalyst prediction with 721,799 reactions and 888 catalyst types from USPTO. Task: Predict which catalyst facilitates the given reaction. (1) Reactant: [BH4-].[Na+].CO.[O:5]1[CH2:9][CH2:8][CH:7]([CH2:10][NH:11][C:12]([C:14]2[C:18]([CH:19]=[O:20])=[C:17]([CH2:21][O:22][CH2:23][C:24]3[CH:33]=[CH:32][C:31]4[C:26](=[CH:27][CH:28]=[CH:29][CH:30]=4)[CH:25]=3)[O:16][N:15]=2)=[O:13])[CH2:6]1. Product: [O:5]1[CH2:9][CH2:8][CH:7]([CH2:10][NH:11][C:12]([C:14]2[C:18]([CH2:19][OH:20])=[C:17]([CH2:21][O:22][CH2:23][C:24]3[CH:33]=[CH:32][C:31]4[C:26](=[CH:27][CH:28]=[CH:29][CH:30]=4)[CH:25]=3)[O:16][N:15]=2)=[O:13])[CH2:6]1. The catalyst class is: 11. (2) Reactant: [CH2:1]([O:3][C:4]([C:6]1[CH:11]=[CH:10][C:9]([C:12]2[N:16]3[N:17]=[CH:18][CH:19]=[C:20]([N:21]4[CH2:26][CH2:25][O:24][CH2:23][CH2:22]4)[C:15]3=N[C:13]=2[CH:27]2[CH2:30][N:29](C(OC(C)(C)C)=O)[CH2:28]2)=[CH:8][CH:7]=1)=[O:5])[CH3:2].[C:38]([OH:44])([C:40]([F:43])([F:42])[F:41])=[O:39]. Product: [F:41][C:40]([F:43])([F:42])[C:38]([OH:44])=[O:39].[NH:29]1[CH2:28][CH:27]([C:13]2[CH:38]=[C:15]3[C:20]([N:21]4[CH2:22][CH2:23][O:24][CH2:25][CH2:26]4)=[CH:19][CH:18]=[N:17][N:16]3[C:12]=2[C:9]2[CH:8]=[CH:7][C:6]([C:4]([O:3][CH2:1][CH3:2])=[O:5])=[CH:11][CH:10]=2)[CH2:30]1. The catalyst class is: 2. (3) Reactant: C(OC(=O)[NH:7][CH2:8][C@H:9]1[CH2:14][CH2:13][C@H:12]([CH2:15][NH:16][C:17]2[N:26]=[C:25]([N:27]([CH3:29])[CH3:28])[C:24]3[C:19](=[CH:20][CH:21]=[CH:22][CH:23]=3)[N:18]=2)[CH2:11][CH2:10]1)(C)(C)C.Cl.C(N(C(C)C)CC)(C)C.[Br:41][C:42]1[CH:47]=[CH:46][C:45]([S:48](Cl)(=[O:50])=[O:49])=[C:44]([O:52][C:53]([F:56])([F:55])[F:54])[CH:43]=1. Product: [Br:41][C:42]1[CH:47]=[CH:46][C:45]([S:48]([NH:7][CH2:8][C@H:9]2[CH2:10][CH2:11][C@H:12]([CH2:15][NH:16][C:17]3[N:26]=[C:25]([N:27]([CH3:29])[CH3:28])[C:24]4[C:19](=[CH:20][CH:21]=[CH:22][CH:23]=4)[N:18]=3)[CH2:13][CH2:14]2)(=[O:50])=[O:49])=[C:44]([O:52][C:53]([F:55])([F:54])[F:56])[CH:43]=1. The catalyst class is: 795. (4) The catalyst class is: 8. Reactant: [CH3:1][N:2]1[CH:6]=[C:5]([CH2:7][C:8]([O:10]C)=[O:9])[C:4]([O:12][CH2:13][C:14]2[CH:15]=[N:16][C:17]([O:20][CH2:21][C:22]3[N:23]=[C:24]([C:28]4[CH:33]=[CH:32][CH:31]=[CH:30][CH:29]=4)[S:25][C:26]=3[CH3:27])=[CH:18][CH:19]=2)=[N:3]1.[OH-].[Na+].O1CCCC1.Cl. Product: [CH3:1][N:2]1[CH:6]=[C:5]([CH2:7][C:8]([OH:10])=[O:9])[C:4]([O:12][CH2:13][C:14]2[CH:15]=[N:16][C:17]([O:20][CH2:21][C:22]3[N:23]=[C:24]([C:28]4[CH:29]=[CH:30][CH:31]=[CH:32][CH:33]=4)[S:25][C:26]=3[CH3:27])=[CH:18][CH:19]=2)=[N:3]1.